This data is from Full USPTO retrosynthesis dataset with 1.9M reactions from patents (1976-2016). The task is: Predict the reactants needed to synthesize the given product. (1) Given the product [Cl:28][C:9]1[C:8]([C:12]#[N:13])=[C:7]([C:14]2[CH:19]=[CH:18][C:17]([C:20]([F:23])([F:22])[F:21])=[C:16]([O:24][CH3:25])[CH:15]=2)[N:6]=[C:5]([NH:4][CH:1]2[CH2:3][CH2:2]2)[N:10]=1, predict the reactants needed to synthesize it. The reactants are: [CH:1]1([NH:4][C:5]2[N:10]=[C:9](O)[C:8]([C:12]#[N:13])=[C:7]([C:14]3[CH:19]=[CH:18][C:17]([C:20]([F:23])([F:22])[F:21])=[C:16]([O:24][CH3:25])[CH:15]=3)[N:6]=2)[CH2:3][CH2:2]1.P(Cl)(Cl)([Cl:28])=O. (2) Given the product [C:23]([NH:27][C:28]([NH:2][CH2:3][C:4]1[CH:5]=[C:6]2[C:10](=[CH:11][CH:12]=1)[C:9](=[O:13])[N:8]([CH:14]1[CH2:19][CH2:18][C:17](=[O:20])[NH:16][C:15]1=[O:21])[C:7]2=[O:22])=[O:29])([CH3:26])([CH3:25])[CH3:24], predict the reactants needed to synthesize it. The reactants are: Cl.[NH2:2][CH2:3][C:4]1[CH:5]=[C:6]2[C:10](=[CH:11][CH:12]=1)[C:9](=[O:13])[N:8]([CH:14]1[CH2:19][CH2:18][C:17](=[O:20])[NH:16][C:15]1=[O:21])[C:7]2=[O:22].[C:23]([N:27]=[C:28]=[O:29])([CH3:26])([CH3:25])[CH3:24].C(N(CC)CC)C. (3) Given the product [ClH:22].[Br:17][C:18]1[CH:26]=[CH:25][C:31]([C:32]([NH:9][C:5]2[CH:6]=[CH:7][CH:8]=[C:3]([N:2]([CH3:1])[CH:10]3[CH2:15][CH2:14][N:13]([CH3:16])[CH2:12][CH2:11]3)[N:4]=2)=[O:27])=[CH:20][CH:19]=1, predict the reactants needed to synthesize it. The reactants are: [CH3:1][N:2]([CH:10]1[CH2:15][CH2:14][N:13]([CH3:16])[CH2:12][CH2:11]1)[C:3]1[CH:8]=[CH:7][CH:6]=[C:5]([NH2:9])[N:4]=1.[Br:17][C:18]1[CH:26]=[CH:25]C=C[C:19]=1[C:20]([Cl:22])=O.[O:27]1[CH2:32][CH2:31]OCC1. (4) Given the product [F:23][C:24]1[CH:31]=[CH:30][C:27]([CH2:28][NH:29][C:4]([C:6]2[N:7]=[C:8]([C:15]3[CH:20]=[CH:19][CH:18]=[CH:17][C:16]=3[O:21][CH3:22])[N:9]([CH3:14])[C:10](=[O:13])[C:11]=2[OH:12])=[O:5])=[CH:26][CH:25]=1, predict the reactants needed to synthesize it. The reactants are: C(O[C:4]([C:6]1[N:7]=[C:8]([C:15]2[CH:20]=[CH:19][CH:18]=[CH:17][C:16]=2[O:21][CH3:22])[N:9]([CH3:14])[C:10](=[O:13])[C:11]=1[OH:12])=[O:5])C.[F:23][C:24]1[CH:31]=[CH:30][C:27]([CH2:28][NH2:29])=[CH:26][CH:25]=1. (5) The reactants are: ClC1C=C(C2N(C3C=CC=C(Cl)C=3)N=C(C(O)=O)C=2)C=C(F)C=1.[Cl:24][C:25]1[CH:26]=[C:27]([N:32]2[C:36]([C:37]3[CH:42]=[C:41]([F:43])[CH:40]=[C:39]([Cl:44])[CH:38]=3)=[CH:35][C:34]([C:45]([N:47]3[CH2:51][C:50](=[O:52])[NH:49][CH2:48]3)=[O:46])=[N:33]2)[CH:28]=[CH:29][C:30]=1F. Given the product [Cl:44][C:39]1[CH:38]=[C:37]([C:36]2[N:32]([C:27]3[CH:28]=[CH:29][CH:30]=[C:25]([Cl:24])[CH:26]=3)[N:33]=[C:34]([C:45]([N:47]3[CH2:51][C:50](=[O:52])[NH:49][CH2:48]3)=[O:46])[CH:35]=2)[CH:42]=[C:41]([F:43])[CH:40]=1, predict the reactants needed to synthesize it. (6) Given the product [C:20]([N:19]([CH3:18])[C:15]([CH:13]1[CH2:12][CH2:11][C:10]2[C:3]3[C:2]([Cl:1])=[N:7][CH:6]=[N:5][C:4]=3[S:8][C:9]=2[CH2:14]1)=[O:17])([CH3:23])([CH3:22])[CH3:21], predict the reactants needed to synthesize it. The reactants are: [Cl:1][C:2]1[C:3]2[C:10]3[CH2:11][CH2:12][CH:13]([C:15]([OH:17])=O)[CH2:14][C:9]=3[S:8][C:4]=2[N:5]=[CH:6][N:7]=1.[CH3:18][NH:19][C:20]([CH3:23])([CH3:22])[CH3:21]. (7) Given the product [CH:21]1([CH2:27][NH:28][C:11](=[O:13])[C:10]2[CH:14]=[C:15]([N+:18]([O-:20])=[O:19])[CH:16]=[CH:17][C:9]=2[NH:8][C@H:5]2[CH2:4][CH2:3][C@@H:2]([OH:1])[CH2:7][CH2:6]2)[CH2:26][CH2:25][CH2:24][CH2:23][CH2:22]1, predict the reactants needed to synthesize it. The reactants are: [OH:1][C@@H:2]1[CH2:7][CH2:6][C@H:5]([NH:8][C:9]2[CH:17]=[CH:16][C:15]([N+:18]([O-:20])=[O:19])=[CH:14][C:10]=2[C:11]([OH:13])=O)[CH2:4][CH2:3]1.[CH:21]1([CH2:27][NH2:28])[CH2:26][CH2:25][CH2:24][CH2:23][CH2:22]1.Cl.C(N=C=N)C.ON1C2C=CC=CC=2N=N1. (8) The reactants are: [F:1][C:2]1[CH:3]=[CH:4][C:5]([O:10][C:11]2[CH:12]=[C:13]3[C:17](=[CH:18][CH:19]=2)[N:16]([CH2:20][CH2:21][OH:22])[N:15]=[CH:14]3)=[C:6]([CH:9]=1)[C:7]#[N:8].O.N. Given the product [NH2:8][CH2:7][C:6]1[CH:9]=[C:2]([F:1])[CH:3]=[CH:4][C:5]=1[O:10][C:11]1[CH:12]=[C:13]2[C:17](=[CH:18][CH:19]=1)[N:16]([CH2:20][CH2:21][OH:22])[N:15]=[CH:14]2, predict the reactants needed to synthesize it. (9) The reactants are: [NH2:1][C:2]1[CH:3]=[C:4]([CH:34]=[CH:35][CH:36]=1)[C:5]([NH:7][C:8]1[C:13]([CH3:14])=[CH:12][C:11]([CH:15]([N:20]2[C:24]([C:25]([F:28])([F:27])[F:26])=[CH:23][C:22]([C:29]([F:32])([F:31])[F:30])=[N:21]2)[C:16]([F:19])([F:18])[F:17])=[CH:10][C:9]=1[CH3:33])=[O:6].N1C=CC=CC=1.[Cl:43][C:44]1[C:49]([C:50](Cl)=[O:51])=[CH:48][CH:47]=[CH:46][N:45]=1.O. Given the product [F:30][C:29]([F:32])([F:31])[C:22]1[CH:23]=[C:24]([C:25]([F:26])([F:27])[F:28])[N:20]([CH:15]([C:11]2[CH:10]=[C:9]([CH3:33])[C:8]([NH:7][C:5]([C:4]3[CH:3]=[C:2]([NH:1][C:50]([C:49]4[C:44]([Cl:43])=[N:45][CH:46]=[CH:47][CH:48]=4)=[O:51])[CH:36]=[CH:35][CH:34]=3)=[O:6])=[C:13]([CH3:14])[CH:12]=2)[C:16]([F:18])([F:19])[F:17])[N:21]=1, predict the reactants needed to synthesize it. (10) Given the product [CH3:21][CH:20]([N:22]1[C:26]([C:27]([NH:29][C:30]2[CH:38]=[C:37]([C:10]3[CH:15]=[N:14][CH:13]=[C:12]4[NH:16][CH:17]=[CH:18][C:11]=34)[CH:36]=[C:35]3[C:31]=2[CH:32]=[N:33][NH:34]3)=[O:28])=[CH:25][CH:24]=[N:23]1)[CH3:19], predict the reactants needed to synthesize it. The reactants are: P([O-])([O-])([O-])=O.[K+].[K+].[K+].Br[C:10]1[CH:15]=[N:14][CH:13]=[C:12]2[NH:16][CH:17]=[CH:18][C:11]=12.[CH3:19][CH:20]([N:22]1[C:26]([C:27]([NH:29][C:30]2[C:31]3[C:35]([CH:36]=[C:37](B4OC(C)(C)CC(C)(C)O4)[CH:38]=2)=[N:34][N:33](C2CCCCO2)[CH:32]=3)=[O:28])=[CH:25][CH:24]=[N:23]1)[CH3:21].O.